Task: Predict the reaction yield, written as a fraction of the theoretical maximum amount of product (1.0 means a 100% yield; for example, 0.34 means a 34% yield).. Dataset: Reaction yield outcomes from USPTO patents with 853,638 reactions The yield is 0.0500. The reactants are [N:1]1[C:10]2[C:5](=[CH:6][CH:7]=[CH:8][CH:9]=2)[C:4]([C:11]([C:13]2[N:14]=[CH:15][N:16]([C:18]([C:31]3[CH:36]=[CH:35][CH:34]=[CH:33][CH:32]=3)([C:25]3[CH:30]=[CH:29][CH:28]=[CH:27][CH:26]=3)[C:19]3[CH:24]=[CH:23][CH:22]=[CH:21][CH:20]=3)[CH:17]=2)=[O:12])=[CH:3][CH:2]=1.[CH3:37][Mg+].[Br-]. The product is [NH3:1].[CH3:11][OH:12].[N:1]1[C:10]2[C:5](=[CH:6][CH:7]=[CH:8][CH:9]=2)[C:4]([C:11]([C:13]2[N:14]=[CH:15][N:16]([C:18]([C:31]3[CH:32]=[CH:33][CH:34]=[CH:35][CH:36]=3)([C:25]3[CH:26]=[CH:27][CH:28]=[CH:29][CH:30]=3)[C:19]3[CH:24]=[CH:23][CH:22]=[CH:21][CH:20]=3)[CH:17]=2)([OH:12])[CH3:37])=[CH:3][CH:2]=1. The catalyst is C1COCC1.CCOCC.